This data is from Reaction yield outcomes from USPTO patents with 853,638 reactions. The task is: Predict the reaction yield, written as a fraction of the theoretical maximum amount of product (1.0 means a 100% yield; for example, 0.34 means a 34% yield). (1) The reactants are [CH:1]1([NH:6][C@@H:7]([CH2:12][CH3:13])[C:8]([O:10][CH3:11])=[O:9])[CH2:5][CH2:4][CH2:3][CH2:2]1.C(=O)(O)[O-].[Na+].[Cl:19][C:20]1[N:25]=[C:24](Cl)[C:23]([N+:27]([O-:29])=[O:28])=[CH:22][N:21]=1.ClCCl. The catalyst is C1CCCCC1. The product is [Cl:19][C:20]1[N:25]=[C:24]([N:6]([CH:1]2[CH2:2][CH2:3][CH2:4][CH2:5]2)[C@@H:7]([CH2:12][CH3:13])[C:8]([O:10][CH3:11])=[O:9])[C:23]([N+:27]([O-:29])=[O:28])=[CH:22][N:21]=1. The yield is 0.443. (2) The reactants are C([O:8][N:9]1[C:15](=[O:16])[N:14]2[CH2:17][C@H:10]1[CH2:11][CH2:12][C@@H:13]2[C:18]([NH:20][NH:21][S:22]([CH3:25])(=[O:24])=[O:23])=[O:19])C1C=CC=CC=1.[H][H]. The catalyst is CO.[Pd]. The product is [OH:8][N:9]1[C:15](=[O:16])[N:14]2[CH2:17][C@H:10]1[CH2:11][CH2:12][C@@H:13]2[C:18]([NH:20][NH:21][S:22]([CH3:25])(=[O:24])=[O:23])=[O:19]. The yield is 0.990. (3) The product is [O:30]1[C:26]2[CH:27]=[CH:28][C:29]([C:2]3[N:6]([C:7]4[CH:12]=[CH:11][C:10]([C:13]#[N:14])=[CH:9][C:8]=4[CH3:15])[C:5]([CH2:16][CH2:17][C:18]([O:20][CH2:21][CH3:22])=[O:19])=[CH:4][CH:3]=3)=[CH:24][C:25]=2[O:37][CH2:36]1. The catalyst is C1C=CC([P]([Pd]([P](C2C=CC=CC=2)(C2C=CC=CC=2)C2C=CC=CC=2)([P](C2C=CC=CC=2)(C2C=CC=CC=2)C2C=CC=CC=2)[P](C2C=CC=CC=2)(C2C=CC=CC=2)C2C=CC=CC=2)(C2C=CC=CC=2)C2C=CC=CC=2)=CC=1. The yield is 0.690. The reactants are Br[C:2]1[N:6]([C:7]2[CH:12]=[CH:11][C:10]([C:13]#[N:14])=[CH:9][C:8]=2[CH3:15])[C:5]([CH2:16][CH2:17][C:18]([O:20][CH2:21][CH3:22])=[O:19])=[CH:4][CH:3]=1.C1[C:29]2[CH:28]=[CH:27][C:26]([O:30]B(OO)OO)=[CH:25][C:24]1=2.[C:36](=O)(O)[O-:37].[Na+]. (4) The reactants are Cl[C:2]1[CH:3]=[CH:4][C:5]2[N:6]=[CH:7][N:8]=[C:9]([NH:12][C:13]3[C:14]([CH3:19])=[N:15][O:16][C:17]=3[CH3:18])[C:10]=2[N:11]=1.[Cl:20][C:21]1[C:26]([NH:27][S:28]([C:31]2[CH:36]=[CH:35][C:34]([F:37])=[CH:33][C:32]=2[F:38])(=[O:30])=[O:29])=[CH:25][C:24](B2OC(C)(C)C(C)(C)O2)=[CH:23][N:22]=1.C(=O)(O)[O-].[Na+]. The catalyst is O1CCOCC1. The product is [Cl:20][C:21]1[C:26]([NH:27][S:28]([C:31]2[CH:36]=[CH:35][C:34]([F:37])=[CH:33][C:32]=2[F:38])(=[O:30])=[O:29])=[CH:25][C:24]([C:2]2[CH:3]=[CH:4][C:5]3[N:6]=[CH:7][N:8]=[C:9]([NH:12][C:13]4[C:14]([CH3:19])=[N:15][O:16][C:17]=4[CH3:18])[C:10]=3[N:11]=2)=[CH:23][N:22]=1. The yield is 0.270. (5) The reactants are O1CCCCC1[N:7]1[C:11](B2OC(C)(C)C(C)(C)O2)=[CH:10][N:9]=[CH:8]1.Br[C:22]1[CH:23]=[C:24]2[C:30]([C:31]3[CH:36]=[CH:35][CH:34]=[CH:33][CH:32]=3)=[N:29][N:28](C3CCCCO3)[C:25]2=[CH:26][N:27]=1. No catalyst specified. The product is [NH:7]1[C:11]([C:22]2[CH:23]=[C:24]3[C:30]([C:31]4[CH:36]=[CH:35][CH:34]=[CH:33][CH:32]=4)=[N:29][NH:28][C:25]3=[CH:26][N:27]=2)=[CH:10][N:9]=[CH:8]1. The yield is 0.250. (6) The reactants are [Br:1][C:2]1[CH:10]=[CH:9][C:5]([C:6]([OH:8])=[O:7])=[C:4]([CH3:11])[CH:3]=1.[CH3:12]O. No catalyst specified. The product is [CH3:12][O:7][C:6](=[O:8])[C:5]1[CH:9]=[CH:10][C:2]([Br:1])=[CH:3][C:4]=1[CH3:11]. The yield is 0.610. (7) The reactants are [C:1]([O:5][C:6]([NH:8][C@H:9]1[C@H:14]([OH:15])[CH2:13][CH2:12][N:11]([C:16]([O:18][CH2:19][C:20]2[CH:25]=[CH:24][CH:23]=[CH:22][CH:21]=2)=[O:17])[CH2:10]1)=[O:7])([CH3:4])([CH3:3])[CH3:2].N1C=CN=C1.[CH3:31][C:32]([Si:35](Cl)([CH3:37])[CH3:36])([CH3:34])[CH3:33]. The yield is 0.760. The catalyst is ClCCl.CN(C1C=CN=CC=1)C. The product is [C:1]([O:5][C:6]([NH:8][C@H:9]1[C@H:14]([O:15][Si:35]([C:32]([CH3:34])([CH3:33])[CH3:31])([CH3:37])[CH3:36])[CH2:13][CH2:12][N:11]([C:16]([O:18][CH2:19][C:20]2[CH:25]=[CH:24][CH:23]=[CH:22][CH:21]=2)=[O:17])[CH2:10]1)=[O:7])([CH3:4])([CH3:2])[CH3:3]. (8) The reactants are [CH3:1][O:2][C:3]1[CH:11]=[C:10]([O:12][CH3:13])[CH:9]=[C:8]([NH:14][CH3:15])[C:4]=1[C:5]([NH2:7])=[O:6].Cl[C:17]([C:19]1[CH:24]=[C:23]([CH3:25])[C:22]([O:26][C:27](=[O:29])[CH3:28])=[C:21]([CH3:30])[CH:20]=1)=O. The catalyst is N1C=CC=CC=1. The product is [CH3:1][O:2][C:3]1[CH:11]=[C:10]([O:12][CH3:13])[CH:9]=[C:8]2[C:4]=1[C:5](=[O:6])[N:7]=[C:17]([C:19]1[CH:24]=[C:23]([CH3:25])[C:22]([O:26][C:27](=[O:29])[CH3:28])=[C:21]([CH3:30])[CH:20]=1)[N:14]2[CH3:15]. The yield is 0.670. (9) The reactants are C([O:3][C:4]([C:6]1[NH:7][C:8]2[C:13]([CH:14]=1)=[CH:12][C:11]([N+:15]([O-])=O)=[CH:10][CH:9]=2)=O)C.[AlH4-].[Li+].O.[OH-].[Na+]. The catalyst is C1COCC1. The product is [NH2:15][C:11]1[CH:12]=[C:13]2[C:8](=[CH:9][CH:10]=1)[NH:7][C:6]([CH2:4][OH:3])=[CH:14]2. The yield is 0.980. (10) The reactants are [CH2:1]([Li])[CH2:2]CC.[C:6]1([CH3:16])[CH:11]=[CH:10][C:9](S(Cl)(=O)=O)=[CH:8][CH:7]=1.[CH2:17]1[CH2:21][O:20][CH2:19]C1. No catalyst specified. The product is [CH2:16]([C@H:6]1[CH2:11][CH2:10][C@H:9]([CH:21]2[CH2:17][CH2:19][O:20]2)[CH2:8][CH2:7]1)[CH2:1][CH3:2]. The yield is 0.700.